Predict which catalyst facilitates the given reaction. From a dataset of Catalyst prediction with 721,799 reactions and 888 catalyst types from USPTO. (1) Reactant: [O:1]([C:8]1[C:9]([NH:24][C:25]2[S:26][CH:27]=[C:28]([CH:30]3[CH2:35][CH2:34][NH:33][CH2:32][CH2:31]3)[N:29]=2)=[N:10][CH:11]=[C:12]([S:14][C:15]2[CH:20]=[CH:19][N:18]=[C:17]3[CH:21]=[CH:22][S:23][C:16]=23)[CH:13]=1)[C:2]1[CH:7]=[CH:6][CH:5]=[CH:4][CH:3]=1.C(N(CC)CC)C.[C:43]([Cl:46])(=[O:45])[CH3:44].C([O-])(O)=O.[Na+].[ClH:52]. Product: [ClH:46].[ClH:52].[O:1]([C:8]1[C:9]([NH:24][C:25]2[S:26][CH:27]=[C:28]([CH:30]3[CH2:35][CH2:34][N:33]([C:43](=[O:45])[CH3:44])[CH2:32][CH2:31]3)[N:29]=2)=[N:10][CH:11]=[C:12]([S:14][C:15]2[CH:20]=[CH:19][N:18]=[C:17]3[CH:21]=[CH:22][S:23][C:16]=23)[CH:13]=1)[C:2]1[CH:7]=[CH:6][CH:5]=[CH:4][CH:3]=1. The catalyst class is: 1. (2) Reactant: [CH2:1]([O:8][C:9]1[CH:17]=[CH:16][CH:15]=[C:14]2[C:10]=1[CH:11]=[CH:12][NH:13]2)[C:2]1[CH:7]=[CH:6][CH:5]=[CH:4][CH:3]=1.[OH-].[K+].Br[CH2:21][CH2:22][C:23]([O:25]CC)=[O:24].Cl. The catalyst class is: 58. Product: [CH2:1]([O:8][C:9]1[CH:17]=[CH:16][CH:15]=[C:14]2[C:10]=1[CH:11]=[CH:12][N:13]2[CH2:21][CH2:22][C:23]([OH:25])=[O:24])[C:2]1[CH:3]=[CH:4][CH:5]=[CH:6][CH:7]=1. (3) Reactant: [C:1]([O:12][CH3:13])(=[O:11])[CH2:2][CH2:3][CH2:4][CH2:5][CH2:6][CH2:7][C:8]([O-:10])=O.CCN=C=NCCCN(C)C.Cl.C1C=CC2N(O)N=NC=2C=1.C(N(CC)CC)C.[CH2:43]([O:47][CH:48]([O:50][NH2:51])[CH3:49])[CH:44]([CH3:46])[CH3:45]. Product: [CH3:13][O:12][C:1](=[O:11])[CH2:2][CH2:3][CH2:4][CH2:5][CH2:6][CH2:7][C:8](=[O:10])[NH:51][O:50][CH:48]([O:47][CH2:43][CH:44]([CH3:46])[CH3:45])[CH3:49]. The catalyst class is: 76. (4) Product: [CH2:9]([C:3]1[CH:4]=[C:5]([F:8])[CH:6]=[CH:7][C:2]=1[CH:20]=[O:21])[CH2:10][CH:11]=[CH2:12]. Reactant: Br[C:2]1[CH:7]=[CH:6][C:5]([F:8])=[CH:4][C:3]=1[CH2:9][CH2:10][CH:11]=[CH2:12].[Li]CCCC.CN(C)[CH:20]=[O:21]. The catalyst class is: 7. (5) Reactant: [NH2:1][C:2]1[N:7]=[CH:6][C:5]([C:8]2[S:12][C:11]([C:13]3[CH:14]=[C:15]4[C:19](=[CH:20][CH:21]=3)[C:18](=[O:22])[N:17]([CH3:23])[CH2:16]4)=[CH:10][CH:9]=2)=[CH:4][CH:3]=1.[F:24][C:25]1[CH:30]=[C:29]([F:31])[CH:28]=[CH:27][C:26]=1[S:32](Cl)(=[O:34])=[O:33]. Product: [F:24][C:25]1[CH:30]=[C:29]([F:31])[CH:28]=[CH:27][C:26]=1[S:32]([NH:1][C:2]1[CH:3]=[CH:4][C:5]([C:8]2[S:12][C:11]([C:13]3[CH:14]=[C:15]4[C:19](=[CH:20][CH:21]=3)[C:18](=[O:22])[N:17]([CH3:23])[CH2:16]4)=[CH:10][CH:9]=2)=[CH:6][N:7]=1)(=[O:34])=[O:33]. The catalyst class is: 61.